From a dataset of Forward reaction prediction with 1.9M reactions from USPTO patents (1976-2016). Predict the product of the given reaction. (1) Given the reactants Br[C:2]1[CH:10]=[CH:9][CH:8]=[C:7]2[C:3]=1[CH:4]=[N:5][N:6]2[CH:11]1[CH2:16][CH2:15][CH2:14][CH2:13][O:12]1.[CH3:17][N:18]1C(=O)CCC1, predict the reaction product. The product is: [O:12]1[CH2:13][CH2:14][CH2:15][CH2:16][CH:11]1[N:6]1[C:7]2[CH:8]=[CH:9][CH:10]=[C:2]([C:17]#[N:18])[C:3]=2[CH:4]=[N:5]1. (2) Given the reactants [CH3:1][S:2][CH2:3][CH2:4][O:5][C:6]1[CH:7]=[N:8][C:9]([NH:12][CH2:13][C:14]2[CH:19]=[C:18]([C:20]([F:23])([F:22])[F:21])[CH:17]=[CH:16][C:15]=2[N:24]([CH2:27][C@H:28]2[CH2:33][CH2:32][C@H:31]([CH2:34][C:35]([O:37][CH2:38][CH3:39])=[O:36])[CH2:30][CH2:29]2)[CH2:25][CH3:26])=[N:10][CH:11]=1.[H-].[Na+].Br[CH:43]([C:45]1[CH:50]=[C:49]([C:51]([F:54])([F:53])[F:52])[CH:48]=[C:47]([C:55]([F:58])([F:57])[F:56])[CH:46]=1)[CH3:44].O, predict the reaction product. The product is: [F:52][C:51]([F:53])([F:54])[C:49]1[CH:50]=[C:45]([CH:43]([N:12]([CH2:13][C:14]2[CH:19]=[C:18]([C:20]([F:22])([F:21])[F:23])[CH:17]=[CH:16][C:15]=2[N:24]([CH2:27][C@H:28]2[CH2:29][CH2:30][C@H:31]([CH2:34][C:35]([O:37][CH2:38][CH3:39])=[O:36])[CH2:32][CH2:33]2)[CH2:25][CH3:26])[C:9]2[N:8]=[CH:7][C:6]([O:5][CH2:4][CH2:3][S:2][CH3:1])=[CH:11][N:10]=2)[CH3:44])[CH:46]=[C:47]([C:55]([F:56])([F:57])[F:58])[CH:48]=1.[F:56][C:55]([F:58])([F:57])[C:47]1[CH:46]=[C:45]([CH:43]([N:12]([CH2:13][C:14]2[CH:19]=[C:18]([C:20]([F:21])([F:22])[F:23])[CH:17]=[CH:16][C:15]=2[N:24]([CH2:27][C@H:28]2[CH2:33][CH2:32][C@H:31]([CH2:34][C:35]([OH:37])=[O:36])[CH2:30][CH2:29]2)[CH2:25][CH3:26])[C:9]2[N:8]=[CH:7][C:6]([O:5][CH2:4][CH2:3][S:2][CH3:1])=[CH:11][N:10]=2)[CH3:44])[CH:50]=[C:49]([C:51]([F:54])([F:53])[F:52])[CH:48]=1. (3) Given the reactants [C:1]([NH:8][C@@H:9]([C:11]([OH:13])=O)[CH3:10])([O:3][C:4]([CH3:7])([CH3:6])[CH3:5])=[O:2].N1C(F)=NC(F)=NC=1[F:16].N1C=CC=CC=1, predict the reaction product. The product is: [C:4]([O:3][C:1](=[O:2])[NH:8][C@@H:9]([C:11]([F:16])=[O:13])[CH3:10])([CH3:7])([CH3:6])[CH3:5]. (4) Given the reactants [C:1]([NH:4][C:5]1[S:6][C:7]2[C:13]3[N:14]([C:20]4[CH:25]=[CH:24][C:23]([O:26]B(O)O)=[CH:22][C:21]=4[Cl:30])[N:15]=[C:16]([CH:17]4[CH2:19][CH2:18]4)[C:12]=3[CH2:11][CH2:10][C:8]=2[N:9]=1)(=[O:3])[CH3:2].OO, predict the reaction product. The product is: [Cl:30][C:21]1[CH:22]=[C:23]([OH:26])[CH:24]=[CH:25][C:20]=1[N:14]1[C:13]2[C:7]3[S:6][C:5]([NH:4][C:1](=[O:3])[CH3:2])=[N:9][C:8]=3[CH2:10][CH2:11][C:12]=2[C:16]([CH:17]2[CH2:19][CH2:18]2)=[N:15]1.